From a dataset of Forward reaction prediction with 1.9M reactions from USPTO patents (1976-2016). Predict the product of the given reaction. (1) Given the reactants [S:1]1[C:5]2[CH:6]=[CH:7][CH:8]=[CH:9][C:4]=2[N:3]=[C:2]1[NH:10][C:11]1[CH:16]=[CH:15][C:14]([O:17][C:18]([F:21])([F:20])[F:19])=[CH:13][CH:12]=1.[Cl:22][C:23]1[CH:31]=[CH:30][CH:29]=[CH:28][C:24]=1[C:25](Cl)=[O:26].O, predict the reaction product. The product is: [S:1]1[C:5]2[CH:6]=[CH:7][CH:8]=[CH:9][C:4]=2[N:3]=[C:2]1[N:10]([C:11]1[CH:12]=[CH:13][C:14]([O:17][C:18]([F:20])([F:19])[F:21])=[CH:15][CH:16]=1)[C:25](=[O:26])[C:24]1[CH:28]=[CH:29][CH:30]=[CH:31][C:23]=1[Cl:22]. (2) Given the reactants I[C:2]1[S:6][C:5]([C:7]([O:9][CH3:10])=[O:8])=[C:4]([N:11]([C:15]([C@H:17]2[CH2:22][CH2:21][C@H:20]([CH3:23])[CH2:19][CH2:18]2)=[O:16])[CH:12]([CH3:14])[CH3:13])[CH:3]=1.[C:24]1(B(O)O)[CH:29]=[CH:28][C:27]([B:30]([OH:32])[OH:31])=[CH:26][CH:25]=1, predict the reaction product. The product is: [CH3:23][C@H:20]1[CH2:21][CH2:22][C@H:17]([C:15]([N:11]([CH:12]([CH3:14])[CH3:13])[C:4]2[CH:3]=[C:2]([C:24]3[CH:29]=[CH:28][C:27]([B:30]([OH:32])[OH:31])=[CH:26][CH:25]=3)[S:6][C:5]=2[C:7]([O:9][CH3:10])=[O:8])=[O:16])[CH2:18][CH2:19]1. (3) Given the reactants C([O:3][C:4](=[O:42])[C:5]([NH:8][C:9]([C:11]1[N:12]([C:32]2[CH:37]=[CH:36][C:35]([O:38][CH:39]([CH3:41])[CH3:40])=[CH:34][CH:33]=2)[C:13]2[C:18]([C:19]=1[Cl:20])=[CH:17][C:16]([O:21][C:22]1[CH:27]=[CH:26][C:25]([C:28]([F:31])([F:30])[F:29])=[CH:24][CH:23]=1)=[CH:15][CH:14]=2)=[O:10])([CH3:7])[CH3:6])C.Cl, predict the reaction product. The product is: [Cl:20][C:19]1[C:18]2[C:13](=[CH:14][CH:15]=[C:16]([O:21][C:22]3[CH:27]=[CH:26][C:25]([C:28]([F:31])([F:29])[F:30])=[CH:24][CH:23]=3)[CH:17]=2)[N:12]([C:32]2[CH:37]=[CH:36][C:35]([O:38][CH:39]([CH3:41])[CH3:40])=[CH:34][CH:33]=2)[C:11]=1[C:9]([NH:8][C:5]([CH3:7])([CH3:6])[C:4]([OH:42])=[O:3])=[O:10]. (4) Given the reactants [NH:1]1[CH2:4][CH2:3][CH2:2]1.CCN([CH:11]([CH3:13])[CH3:12])C(C)C.CN([C:17]([O:21]N1N=NC2C=CC=NC1=2)=[N+](C)C)C.F[P-](F)(F)(F)(F)F.[CH3:38][CH2:39]OC(C)=O, predict the reaction product. The product is: [N:1]1([C:17](=[O:21])[C:11]([CH3:12])([CH3:13])[C:38]#[CH:39])[CH2:4][CH2:3][CH2:2]1. (5) The product is: [F:1][C:2]1[CH:7]=[CH:6][CH:5]=[CH:4][C:3]=1[CH2:8][CH2:9][OH:10]. Given the reactants [F:1][C:2]1[CH:7]=[CH:6][CH:5]=[CH:4][C:3]=1[CH2:8][C:9](O)=[O:10].[H-].[Al+3].[Li+].[H-].[H-].[H-], predict the reaction product.